This data is from Forward reaction prediction with 1.9M reactions from USPTO patents (1976-2016). The task is: Predict the product of the given reaction. Given the reactants [Cl:1][C:2]1[CH:7]=[CH:6][C:5]([C:8]2[O:12][C:11]([C:13]([F:16])([F:15])[F:14])=[C:10]([C:17](Cl)=[O:18])[CH:9]=2)=[CH:4][CH:3]=1.[F:20][C:21]([F:34])([F:33])[C:22]1[CH:23]=[C:24]([NH2:32])[CH:25]=[C:26]([C:28]([F:31])([F:30])[F:29])[CH:27]=1.C(N(CC)C(C)C)(C)C.Cl.C([O-])(O)=O.[Na+], predict the reaction product. The product is: [Cl:1][C:2]1[CH:7]=[CH:6][C:5]([C:8]2[O:12][C:11]([C:13]([F:16])([F:15])[F:14])=[C:10]([C:17]([NH:32][C:24]3[CH:25]=[C:26]([C:28]([F:29])([F:30])[F:31])[CH:27]=[C:22]([C:21]([F:20])([F:33])[F:34])[CH:23]=3)=[O:18])[CH:9]=2)=[CH:4][CH:3]=1.